From a dataset of Catalyst prediction with 721,799 reactions and 888 catalyst types from USPTO. Predict which catalyst facilitates the given reaction. Reactant: [CH2:1]([O:8][N:9]([CH2:17][CH2:18][CH2:19][CH2:20][C:21]#[N:22])C(=O)OC(C)(C)C)[C:2]1[CH:7]=[CH:6][CH:5]=[CH:4][CH:3]=1.[ClH:23]. Product: [ClH:23].[CH2:1]([O:8][N:9]1[CH2:17][CH2:18][CH2:19][CH2:20][C:21]1=[NH:22])[C:2]1[CH:3]=[CH:4][CH:5]=[CH:6][CH:7]=1. The catalyst class is: 12.